From a dataset of Reaction yield outcomes from USPTO patents with 853,638 reactions. Predict the reaction yield, written as a fraction of the theoretical maximum amount of product (1.0 means a 100% yield; for example, 0.34 means a 34% yield). (1) The reactants are [CH:1]([C:3]1[CH:8]=[CH:7][C:6](B(O)O)=[CH:5][CH:4]=1)=[CH2:2].Cl[C:13]1[CH:14]=[C:15]([C:19]2[CH:20]=[N:21][CH:22]=[CH:23][CH:24]=2)[CH:16]=[CH:17][CH:18]=1.F[K].C(P)(C)(C)C.P(C(C)(C)C)(C(C)(C)C)C(C)(C)C. The catalyst is C(=CC(C=CC1C=CC=CC=1)=O)C1C=CC=CC=1.C(=CC(C=CC1C=CC=CC=1)=O)C1C=CC=CC=1.C(=CC(C=CC1C=CC=CC=1)=O)C1C=CC=CC=1.[Pd].O1CCOCC1. The product is [CH:1]([C:3]1[CH:8]=[CH:7][C:6]([C:17]2[CH:18]=[CH:13][CH:14]=[C:15]([C:19]3[CH:20]=[N:21][CH:22]=[CH:23][CH:24]=3)[CH:16]=2)=[CH:5][CH:4]=1)=[CH2:2]. The yield is 0.450. (2) The reactants are [C:1]([O:5][C:6](=[O:24])[NH:7][C:8]1[CH:13]=[CH:12][CH:11]=[C:10]([O:14][C:15]2[CH:20]=[CH:19][C:18]([N+:21]([O-])=O)=[CH:17][N:16]=2)[CH:9]=1)([CH3:4])([CH3:3])[CH3:2].O1CCCC1. The catalyst is C(O)C.[C].[Pd]. The product is [C:1]([O:5][C:6](=[O:24])[NH:7][C:8]1[CH:13]=[CH:12][CH:11]=[C:10]([O:14][C:15]2[CH:20]=[CH:19][C:18]([NH2:21])=[CH:17][N:16]=2)[CH:9]=1)([CH3:4])([CH3:2])[CH3:3]. The yield is 0.770. (3) The reactants are [Cl:1][C:2]1[CH:3]=[C:4]([N:9]2[C:13]([C:14]3[CH:15]=[N:16][CH:17]=[CH:18][CH:19]=3)=[CH:12][C:11](C(N=[N+]=[N-])=O)=[N:10]2)[CH:5]=[CH:6][C:7]=1[Cl:8].Cl.COC(C1C=C(C2C=NC=CC=2)N(C2C=CC(Cl)=C(Cl)C=2)[N:31]=1)=O.C1(P(N=[N+]=[N-])(C2C=CC=CC=2)=O)C=CC=CC=1.C(N(CC)CC)C. The catalyst is CN(C=O)C.CO.C(O)(C)(C)C. The product is [Cl:1][C:2]1[CH:3]=[C:4]([N:9]2[C:13]([C:14]3[CH:15]=[N:16][CH:17]=[CH:18][CH:19]=3)=[CH:12][C:11]([NH2:31])=[N:10]2)[CH:5]=[CH:6][C:7]=1[Cl:8]. The yield is 0.700. (4) The reactants are [O:1]1[CH2:5][CH2:4][O:3][CH:2]1[C:6]1[CH:11]=[C:10]([O:12][CH3:13])[CH:9]=[CH:8][C:7]=1[N+:14]([O-])=O.C([O-])(=O)C.[Na+]. The catalyst is C(OCC)(=O)C.[Pt]=O. The product is [O:1]1[CH2:5][CH2:4][O:3][CH:2]1[C:6]1[CH:11]=[C:10]([O:12][CH3:13])[CH:9]=[CH:8][C:7]=1[NH2:14]. The yield is 1.00. (5) The reactants are C[O:2][C:3]([C:5]1[CH:10]=[CH:9][C:8]([N:11]2[CH2:14][C:13]([F:16])([F:15])[CH2:12]2)=[C:7]([O:17][CH2:18][CH2:19][O:20][CH3:21])[N:6]=1)=[O:4].O.[OH-].[Li+]. The catalyst is C1COCC1.O. The product is [F:16][C:13]1([F:15])[CH2:14][N:11]([C:8]2[CH:9]=[CH:10][C:5]([C:3]([OH:4])=[O:2])=[N:6][C:7]=2[O:17][CH2:18][CH2:19][O:20][CH3:21])[CH2:12]1. The yield is 0.840. (6) The reactants are [CH3:1][N:2]([CH3:45])[C:3]([C:5]1[CH:10]=[CH:9][C:8]([NH:11][C:12](=[O:44])[NH:13][C:14]2[CH:19]=[CH:18][C:17]([C:20]3[N:29]=[C:28]([N:30]4[CH2:35][CH2:34][O:33][CH2:32][CH2:31]4)[C:27]4[C:22](=[CH:23][C:24]([C:36]5[O:40][C:39]([C:41](O)=[O:42])=[CH:38][CH:37]=5)=[CH:25][CH:26]=4)[N:21]=3)=[CH:16][CH:15]=2)=[CH:7][CH:6]=1)=[O:4].[CH3:46][N:47]1[CH2:52][CH2:51][NH:50][CH2:49][CH2:48]1.CN(C(ON1N=NC2C=CC=NC1=2)=[N+](C)C)C.F[P-](F)(F)(F)(F)F. The catalyst is CN(C=O)C. The product is [CH3:1][N:2]([CH3:45])[C:3](=[O:4])[C:5]1[CH:6]=[CH:7][C:8]([NH:11][C:12]([NH:13][C:14]2[CH:19]=[CH:18][C:17]([C:20]3[N:29]=[C:28]([N:30]4[CH2:31][CH2:32][O:33][CH2:34][CH2:35]4)[C:27]4[C:22](=[CH:23][C:24]([C:36]5[O:40][C:39]([C:41]([N:50]6[CH2:51][CH2:52][N:47]([CH3:46])[CH2:48][CH2:49]6)=[O:42])=[CH:38][CH:37]=5)=[CH:25][CH:26]=4)[N:21]=3)=[CH:16][CH:15]=2)=[O:44])=[CH:9][CH:10]=1. The yield is 0.0900. (7) The reactants are [CH2:1]([O:3][C:4](=[O:13])[CH2:5][NH:6][C:7]1[CH:12]=[CH:11][CH:10]=[CH:9][CH:8]=1)[CH3:2].C([O-])([O-])=O.[K+].[K+].Br.[Br:21][C:22]1[CH:23]=[C:24]([CH2:29]Br)[C:25]([NH2:28])=[N:26][CH:27]=1.O. The catalyst is CN(C=O)C. The product is [NH2:28][C:25]1[C:24]([CH2:29][N:6]([C:7]2[CH:12]=[CH:11][CH:10]=[CH:9][CH:8]=2)[CH2:5][C:4]([O:3][CH2:1][CH3:2])=[O:13])=[CH:23][C:22]([Br:21])=[CH:27][N:26]=1. The yield is 0.340.